From a dataset of Full USPTO retrosynthesis dataset with 1.9M reactions from patents (1976-2016). Predict the reactants needed to synthesize the given product. (1) Given the product [F:11][C:9]([F:12])([F:10])[C:7]1[CH:6]=[C:5]([C:13]2[N:17]=[CH:16][N:15](/[CH:18]=[CH:19]\[C:20]([N:26]([C:28](=[O:36])[CH2:29][N:30]3[CH2:35][CH2:34][O:33][CH2:32][CH2:31]3)[NH:27][CH3:37])=[O:22])[N:14]=2)[CH:4]=[C:3]([C:2]([F:24])([F:23])[F:1])[CH:8]=1, predict the reactants needed to synthesize it. The reactants are: [F:1][C:2]([F:24])([F:23])[C:3]1[CH:4]=[C:5]([C:13]2[N:17]=[CH:16][N:15](/[CH:18]=[CH:19]\[C:20]([OH:22])=O)[N:14]=2)[CH:6]=[C:7]([C:9]([F:12])([F:11])[F:10])[CH:8]=1.C[N:26]([C:28](=[O:36])[CH2:29][N:30]1[CH2:35][CH2:34][O:33][CH2:32][CH2:31]1)[NH2:27].[CH2:37](P1(=O)OP(CCC)(=O)OP(CCC)(=O)O1)CC.CCN(C(C)C)C(C)C. (2) Given the product [CH2:6]([O:5][C:1](=[O:4])[CH2:2][S:3][C:27]1[N:28]=[C:23]([C:12]2[CH:13]=[C:14]([O:19][CH2:20][O:21][CH3:22])[C:15]([O:17][CH3:18])=[CH:16][C:11]=2[Cl:10])[C:24]2[C:35]([C:36]#[N:37])=[CH:34][N:33]([CH2:38][O:39][CH2:40][CH2:41][Si:42]([CH3:44])([CH3:45])[CH3:43])[C:25]=2[N:26]=1)[CH3:7], predict the reactants needed to synthesize it. The reactants are: [C:1]([O:5][CH2:6][CH3:7])(=[O:4])[CH2:2][SH:3].[H-].[Na+].[Cl:10][C:11]1[CH:16]=[C:15]([O:17][CH3:18])[C:14]([O:19][CH2:20][O:21][CH3:22])=[CH:13][C:12]=1[C:23]1[C:24]2[C:35]([C:36]#[N:37])=[CH:34][N:33]([CH2:38][O:39][CH2:40][CH2:41][Si:42]([CH3:45])([CH3:44])[CH3:43])[C:25]=2[N:26]=[C:27](SC(C)C)[N:28]=1. (3) The reactants are: [NH2:1][C:2]1[C:7]([NH2:8])=[CH:6][CH:5]=[CH:4][N:3]=1.[C:9](O)(=O)[CH2:10][OH:11].O. Given the product [OH:11][CH2:10][C:9]1[NH:8][C:7]2[CH:6]=[CH:5][CH:4]=[N:3][C:2]=2[N:1]=1, predict the reactants needed to synthesize it. (4) Given the product [F:21][C:4]1[CH:5]=[C:6]([F:11])[C:7]([NH2:8])=[CH:2][C:3]=1[OH:12], predict the reactants needed to synthesize it. The reactants are: F[C:2]1[C:7]([N+:8]([O-])=O)=[C:6]([F:11])[CH:5]=[CH:4][C:3]=1[OH:12].NC1C=CC(O)=CC=1[F:21]. (5) Given the product [Cl:1][C:2]1[CH:17]=[CH:16][C:5]2[O:6][C:7]3[CH:15]=[CH:14][CH:13]=[CH:12][C:8]=3[C:9]([N:45]3[CH2:30][CH2:35][N:42]([CH3:47])[CH2:43][CH2:44]3)=[N:10][C:4]=2[CH:3]=1, predict the reactants needed to synthesize it. The reactants are: [Cl:1][C:2]1[CH:17]=[CH:16][C:5]2[O:6][C:7]3[CH:15]=[CH:14][CH:13]=[CH:12][C:8]=3[C:9](=O)[NH:10][C:4]=2[CH:3]=1.COC1C=CC(P2(=S)SP(=S)([C:30]3[CH:35]=CC(OC)=CC=3)S2)=CC=1.CI.[NH:42]1[CH2:47]C[NH:45][CH2:44][CH2:43]1. (6) Given the product [NH2:1][C@@H:4]1[C:9]([F:11])([F:10])[CH2:8][CH2:7][CH2:6][C@H:5]1[NH:12][C:13](=[O:19])[O:14][C:15]([CH3:17])([CH3:16])[CH3:18], predict the reactants needed to synthesize it. The reactants are: [N:1]([C@@H:4]1[C:9]([F:11])([F:10])[CH2:8][CH2:7][CH2:6][C@H:5]1[NH:12][C:13](=[O:19])[O:14][C:15]([CH3:18])([CH3:17])[CH3:16])=[N+]=[N-]. (7) Given the product [C:42]([N:41]1[CH:39]2[CH2:38][CH2:37][CH:36]1[CH2:35][CH:34]([C:9]1[CH:8]=[CH:7][C:3]([C:4]([NH2:6])=[O:5])=[C:2]([O:25][C:22]3[CH:21]=[CH:20][C:19]([O:12][C:13]4[CH:18]=[CH:17][CH:16]=[CH:15][CH:14]=4)=[CH:24][CH:23]=3)[N:10]=1)[CH2:40]2)(=[O:44])[CH:50]=[CH2:53], predict the reactants needed to synthesize it. The reactants are: Cl[C:2]1[N:10]=[C:9](Cl)[CH:8]=[CH:7][C:3]=1[C:4]([NH2:6])=[O:5].[O:12]([C:19]1[CH:24]=[CH:23][C:22]([OH:25])=[CH:21][CH:20]=1)[C:13]1[CH:18]=[CH:17][CH:16]=[CH:15][CH:14]=1.CC1(C)C(C)(C)OB([C:34]2[CH2:35][CH:36]3[N:41]([C:42]([O:44]C(C)(C)C)=O)[CH:39]([CH:40]=2)[CH2:38][CH2:37]3)O1.[C:50]([C:53]1C=CC(C2CCN(C(OC(C)(C)C)=O)CC=2)=NC=1NC1C=CC(CCN2CCCC2)=CC=1)(=O)N.